This data is from Forward reaction prediction with 1.9M reactions from USPTO patents (1976-2016). The task is: Predict the product of the given reaction. (1) Given the reactants [CH2:1]([C@H:3]1[N:6]([C:7]2[CH:12]=[CH:11][C:10]([C:13]([F:16])([F:15])[F:14])=[CH:9][CH:8]=2)[C:5](=[O:17])[CH2:4]1)[CH3:2].[C:18](=[O:28])([O:20][CH2:21][C:22]1[CH:27]=[CH:26][CH:25]=[CH:24][CH:23]=1)[NH2:19].CC(C)([O-])C.[Li+].O1CCCC1.O, predict the reaction product. The product is: [F:16][C:13]([F:14])([F:15])[C:10]1[CH:9]=[CH:8][C:7]([NH:6][C@H:3]([CH2:1][CH3:2])[CH2:4][C:5]([NH:19][C:18](=[O:28])[O:20][CH2:21][C:22]2[CH:23]=[CH:24][CH:25]=[CH:26][CH:27]=2)=[O:17])=[CH:12][CH:11]=1. (2) Given the reactants C(OC([N:8]1[C:12]2=[C:13]([Cl:24])[N:14]=[CH:15][C:16]([C:17](=[O:23])[NH:18][CH2:19][CH:20]3[CH2:22][CH2:21]3)=[C:11]2[C:10]([CH3:25])=[CH:9]1)=O)(C)(C)C.[CH3:26][OH:27], predict the reaction product. The product is: [ClH:24].[CH:20]1([CH2:19][NH:18][C:17]([C:16]2[C:11]3[C:10]([CH3:25])=[CH:9][NH:8][C:12]=3[C:13]([N:8]3[CH2:9][CH2:10][O:27][CH2:26][CH2:12]3)=[N:14][CH:15]=2)=[O:23])[CH2:21][CH2:22]1. (3) The product is: [CH2:1]([N:5]1[C:13]2[C:8](=[CH:9][CH:10]=[C:11]([C:14]([NH:35][C@@H:36]([CH2:50][C:51]3[CH:52]=[C:53]([F:58])[CH:54]=[C:55]([F:57])[CH:56]=3)[C@H:37]([OH:49])[CH2:38][NH:39][CH2:40][C:41]3[CH:46]=[CH:45][CH:44]=[C:43]([CH2:47][CH3:48])[CH:42]=3)=[O:15])[CH:12]=2)[C:7]([C:17](=[O:22])[C:18]([F:19])([F:20])[F:21])=[CH:6]1)[CH2:2][CH2:3][CH3:4]. Given the reactants [CH2:1]([N:5]1[C:13]2[C:8](=[CH:9][CH:10]=[C:11]([C:14](O)=[O:15])[CH:12]=2)[C:7]([C:17](=[O:22])[C:18]([F:21])([F:20])[F:19])=[CH:6]1)[CH2:2][CH2:3][CH3:4].C(N1C=CN=C1)(N1C=CN=C1)=O.[NH2:35][C@@H:36]([CH2:50][C:51]1[CH:56]=[C:55]([F:57])[CH:54]=[C:53]([F:58])[CH:52]=1)[C@H:37]([OH:49])[CH2:38][NH:39][CH2:40][C:41]1[CH:46]=[CH:45][CH:44]=[C:43]([CH2:47][CH3:48])[CH:42]=1, predict the reaction product. (4) Given the reactants Cl.[CH:2]([C:5](C(C)C)([CH:8]([CH3:10])C)[CH2:6][NH2:7])([CH3:4])[CH3:3].[N:14](C1C=CC(B2OC(C)(C)C(C)(C)O2)=CC=1)=C=O, predict the reaction product. The product is: [CH2:6]1[C:5]2[CH:8]=[CH:10][N:14]=[CH:4][C:2]=2[CH2:3][NH:7]1. (5) Given the reactants [CH3:1][O:2][C:3]1[CH:12]=[CH:11][CH:10]=[C:9]2[C:4]=1[C:5]1[CH:30]=[CH:29][C:28]([NH:31][S:32]([CH3:35])(=[O:34])=[O:33])=[CH:27][C:6]=1[CH:7]([C:13]1[CH:14]=[C:15]([CH2:19][CH2:20][CH2:21][C:22]([O:24]CC)=[O:23])[CH:16]=[CH:17][CH:18]=1)[O:8]2.[OH-].[Na+], predict the reaction product. The product is: [CH3:1][O:2][C:3]1[CH:12]=[CH:11][CH:10]=[C:9]2[C:4]=1[C:5]1[CH:30]=[CH:29][C:28]([NH:31][S:32]([CH3:35])(=[O:34])=[O:33])=[CH:27][C:6]=1[CH:7]([C:13]1[CH:14]=[C:15]([CH2:19][CH2:20][CH2:21][C:22]([OH:24])=[O:23])[CH:16]=[CH:17][CH:18]=1)[O:8]2. (6) Given the reactants [OH-].[Na+].C([O:5][C:6](=[O:22])[CH:7]([CH2:13][CH2:14][C:15]([F:21])([F:20])[C:16]([Br:19])([F:18])[F:17])C(OCC)=O)C.Cl, predict the reaction product. The product is: [Br:19][C:16]([F:17])([F:18])[C:15]([F:20])([F:21])[CH2:14][CH2:13][CH2:7][C:6]([OH:22])=[O:5].